Dataset: NCI-60 drug combinations with 297,098 pairs across 59 cell lines. Task: Regression. Given two drug SMILES strings and cell line genomic features, predict the synergy score measuring deviation from expected non-interaction effect. Drug 1: C1=CC(=CC=C1CCC2=CNC3=C2C(=O)NC(=N3)N)C(=O)NC(CCC(=O)O)C(=O)O. Drug 2: CC1=C2C(C(=O)C3(C(CC4C(C3C(C(C2(C)C)(CC1OC(=O)C(C(C5=CC=CC=C5)NC(=O)C6=CC=CC=C6)O)O)OC(=O)C7=CC=CC=C7)(CO4)OC(=O)C)O)C)OC(=O)C. Cell line: HOP-62. Synergy scores: CSS=42.4, Synergy_ZIP=-1.68, Synergy_Bliss=0.171, Synergy_Loewe=0.492, Synergy_HSA=1.67.